This data is from Full USPTO retrosynthesis dataset with 1.9M reactions from patents (1976-2016). The task is: Predict the reactants needed to synthesize the given product. (1) Given the product [CH2:64]([O:63][C:61]([NH:60][C@@H:54]([CH2:55][CH2:56][C:57](=[O:58])[N:13]1[CH2:12][CH2:11][C:10]2([CH2:15][CH2:16][N:7]([C:4]3[CH:3]=[CH:2][N:1]=[CH:6][CH:5]=3)[CH2:8][CH2:9]2)[CH2:14]1)[C:53]([O:52][CH2:50][CH3:51])=[O:68])=[O:62])[CH2:65][CH2:66][CH3:67], predict the reactants needed to synthesize it. The reactants are: [N:1]1[CH:6]=[CH:5][C:4]([N:7]2[CH2:16][CH2:15][C:10]3([CH2:14][NH:13][CH2:12][CH2:11]3)[CH2:9][CH2:8]2)=[CH:3][CH:2]=1.CCN(C(C)C)C(C)C.CN(C(ON1N=NC2C=CC=CC1=2)=[N+](C)C)C.F[P-](F)(F)(F)(F)F.[CH2:50]([O:52][C:53](=[O:68])[C@@H:54]([NH:60][C:61]([O:63][CH2:64][CH2:65][CH2:66][CH3:67])=[O:62])[CH2:55][CH2:56][C:57](O)=[O:58])[CH3:51]. (2) Given the product [Br:1][C:2]1[CH:3]=[CH:4][C:5](/[CH:8]=[CH:9]/[N:10]2[C:14]3[CH:15]=[CH:16][CH:17]=[CH:18][C:13]=3[N:12]([CH3:19])[C:11]2=[NH:20])=[CH:6][CH:7]=1, predict the reactants needed to synthesize it. The reactants are: [Br:1][C:2]1[CH:7]=[CH:6][C:5]([CH:8](O)[CH2:9][N:10]2[C:14]3[CH:15]=[CH:16][CH:17]=[CH:18][C:13]=3[N:12]([CH3:19])[C:11]2=[NH:20])=[CH:4][CH:3]=1.S(Cl)(Cl)=O. (3) Given the product [CH3:10][Si:16]([CH3:18])([CH3:17])[CH2:3][CH:2]([C:4]1[CH:9]=[CH:8][CH:7]=[CH:6][CH:5]=1)[CH3:1], predict the reactants needed to synthesize it. The reactants are: [CH3:1][C:2]([C:4]1[CH:9]=[CH:8][CH:7]=[CH:6][CH:5]=1)=[CH2:3].[CH:10]1([Si:16](C)([CH3:18])[CH3:17])C=CCC=C1. (4) Given the product [O:33]1[C:2]2([CH2:7][CH2:6][CH:5]([C:8]([O:10][CH2:11][CH3:12])=[O:9])[CH2:4][CH2:3]2)[O:1][CH2:31][CH2:32]1, predict the reactants needed to synthesize it. The reactants are: [O:1]=[C:2]1[CH2:7][CH2:6][CH:5]([C:8]([O:10][CH2:11][CH3:12])=[O:9])[CH2:4][CH2:3]1.O.C1(C)C=CC(S(O)(=O)=O)=CC=1.C1C=CC=CC=1.[CH2:31](O)[CH2:32][OH:33]. (5) Given the product [I:1][C:2]1[CH:3]=[C:4]([NH:5][NH2:9])[CH:6]=[CH:7][CH:8]=1, predict the reactants needed to synthesize it. The reactants are: [I:1][C:2]1[CH:3]=[C:4]([CH:6]=[CH:7][CH:8]=1)[NH2:5].[N:9]([O-])=O.[Na+].O.O.[Sn](Cl)Cl. (6) Given the product [OH:42][CH2:41][C:40]([NH:39][C:12]([C:10]1[CH:9]=[CH:8][C:7]([CH:15]2[CH2:19][CH2:18][O:17][CH2:16]2)=[C:6]([O:5][CH2:4][CH:1]2[CH2:2][CH2:3]2)[N:11]=1)=[O:14])([CH3:44])[CH3:43], predict the reactants needed to synthesize it. The reactants are: [CH:1]1([CH2:4][O:5][C:6]2[N:11]=[C:10]([C:12]([OH:14])=O)[CH:9]=[CH:8][C:7]=2[CH:15]2[CH2:19][CH2:18][O:17][CH2:16]2)[CH2:3][CH2:2]1.C1(COC2N=C(C(O)=O)C=CC=2C2CCCO2)CC1.[NH2:39][C:40]([CH3:44])([CH3:43])[CH2:41][OH:42].